The task is: Binary Classification. Given a miRNA mature sequence and a target amino acid sequence, predict their likelihood of interaction.. This data is from Experimentally validated miRNA-target interactions with 360,000+ pairs, plus equal number of negative samples. (1) The miRNA is hsa-miR-143-3p with sequence UGAGAUGAAGCACUGUAGCUC. The protein sequence of the target gene is MTLLGSEHSLLIRRKFRSVLQLRLQQRRTQEQLANQGLIPPLKGPTEFHDPRKQLDSAKTEDSLRRKGRNRSDRASLVTMHILQASTAERSIPTAQMKLKRARLADDLNEKIALRPGPLELVEKNILPMDSSVKEAIKGTEVSLSKAADAFAFEDDSSRDGLSPDQARSEDPQGSTGSTPDIKSTEAPLDTIQDLTPGSESDKNDAASQPGNQSDPGKQVLGPLSTPIPVHTAVKSKSLGDSKNRHKKPKDPKPKVKKLKYHQYIPPDQKAEKSPPPMDSAYARLLQQQQLFLQLQILSQ.... Result: 0 (no interaction). (2) The miRNA is hsa-miR-647 with sequence GUGGCUGCACUCACUUCCUUC. The protein sequence of the target gene is MPYVDRQNRICGFLDIEDNENSGKFLRRYFILDTQANCLLWYMDNPQNLAVGAGAVGSLQLTYISKVSIATPKQKPKTPFCFVINALSQRYFLQANDQKDLKDWVEALNQASKITVPKAGTVPLATEVLKNLTAPPTLEKKPQVAYKTEIIGGVVVQTPISQNGGDGQEGCEPGTHAFLRRSQSYIPTSGCRPSTGPPLIKSGYCVKQGNVRKSWKRRFFALDDFTICYFKCEQDREPLRTIPLKDVLKTHECLVKSGDLLMRDNLFEIITTSRTFYVQADSPEDMHSWIEGIGAAVQAL.... Result: 0 (no interaction). (3) The miRNA is hsa-miR-3663-3p with sequence UGAGCACCACACAGGCCGGGCGC. The protein sequence of the target gene is MEESNPAPTSCTSKGKHSKVSDLISHFEGGSVLSSYIDLQKDSTMNLNIPQTLGQPGLTSSPPRKFLPQHSPQKQENDPDQTQGQHGCLANGVVAAQNQMECEDEKETTLSPEMAIQTAAASPDTHVLNGERNETITDSASSIANSHDENASDSSCRTPGTDLGLPSKEGEPGMDAELQERENGVNTMGLDTLDQHHEVKETNEQKLHKIATELLLTERAYVSRLDLLDQVFYCKLLEEANRGSFPAEMVNKIFSNISSINAFHSKFLLPELEKRMQEWETTPRIGDILQKLAPFLKMYG.... Result: 0 (no interaction). (4) The miRNA is hsa-miR-5693 with sequence GCAGUGGCUCUGAAAUGAACUC. The protein sequence of the target gene is MSANSSRVGQLLLQGSACIRWKQDVEGAVYHLANCLLLLGFMGGSGVYGCFYLFGFLSAGYLCCVLWGWFSACGLDIVLWSFLLAVVCLLQLAHLVYRLREDTLPEEFDLLYKTLCLPLQVPLQTYKEIVHCCEEQVLTLATEQTYAVEGETPINRLSLLLSGRVRVSQDGQFLHYIFPYQFMDSPEWESLQPSEEGVFQVTLTAETSCSYISWPRKSLHLLLTKERYISCLFSALLGYDISEKLYTLNDKLFAKFGLRFDIRLPSLYHVLGPTAADAGPESEKGDEEVCEPAVSPPQAT.... Result: 1 (interaction). (5) The miRNA is mmu-miR-1964-5p with sequence AGCUGGAGCACAAAAGCCGGUG. The protein sequence of the target gene is MIPVAEFKQFTEQQPAFKVLKPWWDVLAEYLTVAMLMIGVFGCTLQVTQDKIICLPSHESRENISGAPCQQLLPQGISEQMGGLRELSGLKNNLDLQQYSFINQLCYETALHWYAKYFPYLVVIHTLIFMVCTSFWFKFPGTSSKIEHFISILGKCFDSPWTTRALSEVSGENHKGPASGRAMVTTVTTTGAGSGKVGEGEKEKVLIEPEKVVSEPPVVTLLDKKEGEQAKALFEKVKKFRVHVEEGDILYSMYIRQTVLKVCKFFAILVYNLIYVEKISFLVACRVETSEITGYASFCC.... Result: 1 (interaction). (6) The miRNA is hsa-miR-6758-3p with sequence ACUCAUUCUCCUCUGUCCAG. The protein sequence of the target gene is MTGERPSTALPDRRWGPRILGFWGGCRVWVFAAIFLLLSLAASWSKAENDFGLVQPLVTMEQLLWVSGRQIGSVDTFRIPLITATPRGTLLAFAEARKMSSSDEGAKFIALRRSMDQGSTWSPTAFIVNDGDVPDGLNLGAVVSDVETGVVFLFYSLCAHKAGCQVASTMLVWSKDDGVSWSTPRNLSLDIGTEVFAPGPGSGIQKQREPRKGRLIVCGHGTLERDGVFCLLSDDHGASWRYGSGVSGIPYGQPKQENDFNPDECQPYELPDGSVVINARNQNNYHCHCRIVLRSYDACD.... Result: 0 (no interaction). (7) The miRNA is rno-let-7e-5p with sequence UGAGGUAGGAGGUUGUAUAGUU. The protein sequence of the target gene is MEANGFGLQNFPELKNDTFLRAAWGEETDYTPVWCMRQAGRYLPEFRETRAAQDFFSTCRSPEACCELTLQPLRRFPLDAAIIFSDILVVPQALGMEVTMVPGKGPSFPEPLREERDLERLRDPAAAASELGYVFQAITLTRQRLAGRVPLIGFAGAPWTLMTYMVEGGSSSTMAQAKRWLYQRPQASHKLLGILTDVLVPYLIGQVAAGAQALQLFESHAGHLGTELFSKFALPYIRDVAKRVKAGLQKAGLAPVPMIIFAKDGHFALEELAQAGYEVVGLDWTVAPKKARERVGKAVT.... Result: 0 (no interaction).